From a dataset of Catalyst prediction with 721,799 reactions and 888 catalyst types from USPTO. Predict which catalyst facilitates the given reaction. (1) Reactant: [CH3:1][C:2]1[N:7]([C:8]2[CH:13]=[CH:12][CH:11]=[C:10]([C:14]([F:17])([F:16])[F:15])[CH:9]=2)[C:6](=[O:18])[C:5](=O)[NH:4][CH:3]=1.P(Br)(Br)([Br:22])=O.C([O-])(O)=O.[Na+]. Product: [Br:22][C:5]1[C:6](=[O:18])[N:7]([C:8]2[CH:13]=[CH:12][CH:11]=[C:10]([C:14]([F:17])([F:16])[F:15])[CH:9]=2)[C:2]([CH3:1])=[CH:3][N:4]=1. The catalyst class is: 10. (2) Reactant: [C:1]([O:7][CH2:8][CH3:9])(=[O:6])[CH2:2][C:3]([O-:5])=O.[K+].[Cl-].[Mg+2].[Cl-].C(N(CC)CC)C.[CH3:21][C@H:22]([C@H:26]([CH3:30])[CH2:27][CH2:28][CH3:29])C(Cl)=O. Product: [CH2:8]([O:7][C:1](=[O:6])[CH2:2][C:3](=[O:5])[C@H:22]([CH3:21])[C@H:26]([CH3:30])[CH2:27][CH2:28][CH3:29])[CH3:9]. The catalyst class is: 556. (3) Reactant: [Br:1][C:2]1[C:3]([CH3:14])=[N:4][NH:5][C:6]=1[C:7]1[CH:12]=[CH:11][C:10]([F:13])=[CH:9][CH:8]=1.O[CH2:16][C@@H:17]1[O:21][C:20](=[O:22])[CH2:19][CH2:18]1.C1(P(C2C=CC=CC=2)C2C=CC=CC=2)C=CC=CC=1.N(C(OC(C)C)=O)=NC(OC(C)C)=O. Product: [Br:1][C:2]1[C:3]([CH3:14])=[N:4][N:5]([CH2:16][C@@H:17]2[O:21][C:20](=[O:22])[CH2:19][CH2:18]2)[C:6]=1[C:7]1[CH:12]=[CH:11][C:10]([F:13])=[CH:9][CH:8]=1. The catalyst class is: 30. (4) Reactant: [OH:1][C:2]1[CH:3]=[CH:4][C:5]2[C:9]([O:10][C:11]3[CH:16]=[CH:15][C:14](/[CH:17]=[CH:18]/[C:19]([O:21][C:22]([CH3:25])([CH3:24])[CH3:23])=[O:20])=[CH:13][CH:12]=3)=[C:8]([C:26]3[CH:31]=[CH:30][CH:29]=[CH:28][C:27]=3[CH:32]([CH3:34])[CH3:33])[S:7][C:6]=2[CH:35]=1.Cl[CH2:37][N:38]1[C:42](=[O:43])[C:41]2[CH:44]=[CH:45][CH:46]=[CH:47][C:40]=2[S:39]1(=[O:49])=[O:48].C(=O)([O-])[O-].[K+].[K+].[I-].[K+]. Product: [O:48]=[S:39]1(=[O:49])[C:40]2[CH:47]=[CH:46][CH:45]=[CH:44][C:41]=2[C:42](=[O:43])[N:38]1[CH2:37][O:1][C:2]1[CH:3]=[CH:4][C:5]2[C:9]([O:10][C:11]3[CH:12]=[CH:13][C:14](/[CH:17]=[CH:18]/[C:19]([O:21][C:22]([CH3:25])([CH3:24])[CH3:23])=[O:20])=[CH:15][CH:16]=3)=[C:8]([C:26]3[CH:31]=[CH:30][CH:29]=[CH:28][C:27]=3[CH:32]([CH3:33])[CH3:34])[S:7][C:6]=2[CH:35]=1. The catalyst class is: 21. (5) Reactant: [C:1]([N:8]1[CH2:13][CH2:12][C:11](=[O:14])[CH2:10][CH2:9]1)([O:3][C:4]([CH3:7])([CH3:6])[CH3:5])=[O:2].[I-].[CH3:16][S+](C)(C)=O.CC(C)([O-])C.[K+]. Product: [O:14]1[C:11]2([CH2:12][CH2:13][N:8]([C:1]([O:3][C:4]([CH3:7])([CH3:6])[CH3:5])=[O:2])[CH2:9][CH2:10]2)[CH2:16]1. The catalyst class is: 7. (6) Reactant: C(N(C(C)C)CC)(C)C.Br[CH2:11][C:12]([C:14]1[C:15]([CH3:23])=[C:16]([C:19]([F:22])=[CH:20][CH:21]=1)[C:17]#[N:18])=[O:13].[C:24]([N:31]1[CH2:36][CH2:35][NH:34][C@@H:33]([CH2:37][OH:38])[CH2:32]1)([O:26][C:27]([CH3:30])([CH3:29])[CH3:28])=[O:25]. Product: [C:27]([O:26][C:24]([N:31]1[CH2:36][CH2:35][N:34]2[C@@H:33]([CH2:37][O:38][C@:12]([C:14]3[CH:21]=[CH:20][C:19]([F:22])=[C:16]([C:17]#[N:18])[C:15]=3[CH3:23])([OH:13])[CH2:11]2)[CH2:32]1)=[O:25])([CH3:30])([CH3:29])[CH3:28]. The catalyst class is: 49. (7) Reactant: Br[CH2:2][C:3]([C:5]1[CH:10]=[CH:9][C:8]([OH:11])=[CH:7][CH:6]=1)=O.[NH2:12][C:13]1[CH:18]=[CH:17][C:16]([Br:19])=[CH:15][N:14]=1. Product: [Br:19][C:16]1[CH:17]=[CH:18][C:13]2[N:14]([CH:2]=[C:3]([C:5]3[CH:10]=[CH:9][C:8]([OH:11])=[CH:7][CH:6]=3)[N:12]=2)[CH:15]=1. The catalyst class is: 10. (8) Reactant: CC1(C)CCCC(C)(C)N1.C([Li])CCC.[F:16][C:17]1[N:22]=[C:21]([C:23]([F:26])([F:25])[F:24])[C:20]([O:27][CH2:28][O:29][CH2:30][CH2:31][O:32][CH3:33])=[CH:19][CH:18]=1.[I:34]I. The catalyst class is: 20. Product: [F:16][C:17]1[C:18]([I:34])=[CH:19][C:20]([O:27][CH2:28][O:29][CH2:30][CH2:31][O:32][CH3:33])=[C:21]([C:23]([F:26])([F:25])[F:24])[N:22]=1.